This data is from Catalyst prediction with 721,799 reactions and 888 catalyst types from USPTO. The task is: Predict which catalyst facilitates the given reaction. (1) Reactant: Br[CH2:2][C:3]([C:5]1[CH:10]=[CH:9][C:8]([O:11][CH3:12])=[CH:7][CH:6]=1)=O.[NH2:13][C:14]1[C:19]([Cl:20])=[CH:18][C:17]([Cl:21])=[CH:16][N:15]=1.C([O-])(O)=O.[Na+]. Product: [Cl:21][C:17]1[CH:18]=[C:19]([Cl:20])[C:14]2[N:15]([CH:2]=[C:3]([C:5]3[CH:10]=[CH:9][C:8]([O:11][CH3:12])=[CH:7][CH:6]=3)[N:13]=2)[CH:16]=1. The catalyst class is: 8. (2) Reactant: [NH2:1][C:2]1[N:7]=[C:6](OS(C(F)(F)F)(=O)=O)[C:5]([N+:16]([O-:18])=[O:17])=[C:4]([C:19]2[O:20][CH:21]=[CH:22][CH:23]=2)[N:3]=1.[CH2:24]([NH2:27])[CH2:25][CH3:26]. Product: [O:20]1[CH:21]=[CH:22][CH:23]=[C:19]1[C:4]1[N:3]=[C:2]([NH2:1])[N:7]=[C:6]([NH:27][CH2:24][CH2:25][CH3:26])[C:5]=1[N+:16]([O-:18])=[O:17]. The catalyst class is: 57.